From a dataset of Full USPTO retrosynthesis dataset with 1.9M reactions from patents (1976-2016). Predict the reactants needed to synthesize the given product. (1) Given the product [NH2:2][C:12]1[C:13](=[O:17])[N:14]([CH3:16])[CH2:15][C:10]([C:6]2[CH:7]=[CH:8][CH:9]=[C:4]([Br:3])[CH:5]=2)([CH3:20])[N:11]=1, predict the reactants needed to synthesize it. The reactants are: [Cl-].[NH4+:2].[Br:3][C:4]1[CH:5]=[C:6]([C:10]2([CH3:20])[CH2:15][N:14]([CH3:16])[C:13](=[O:17])[C:12](OC)=[N:11]2)[CH:7]=[CH:8][CH:9]=1. (2) Given the product [N+:1]([C:4]1[CH:9]=[C:8]([N+:10]([O-:12])=[O:11])[CH:7]=[CH:6][C:5]=1[NH:17][CH2:16][CH2:14][OH:15])([O-:3])=[O:2], predict the reactants needed to synthesize it. The reactants are: [N+:1]([C:4]1[CH:9]=[C:8]([N+:10]([O-:12])=[O:11])[CH:7]=[CH:6][C:5]=1F)([O-:3])=[O:2].[CH2:14]([CH2:16][NH2:17])[OH:15].C([O-])([O-])=O.[K+].[K+]. (3) Given the product [N:2]1[CH:3]=[CH:4][CH:5]=[C:12]([O:15][C:16]2[CH2:17][CH2:20][O:21][N:7]=2)[CH:13]=1.[NH:8]1[CH:18]=[N:19][N:10]=[N:9]1, predict the reactants needed to synthesize it. The reactants are: O1[CH:5]=[CH:4][CH2:3][NH:2]1.[Cl-].[NH4+:7].[N-:8]=[N+:9]=[N-:10].[Na+].[C:12]([O:15][CH2:16][CH3:17])(=O)[CH3:13].[CH3:18][N:19](C)[CH:20]=[O:21]. (4) Given the product [CH:1]1([CH2:4][O:5][C:6]2[CH:18]=[C:17]([CH3:19])[C:9]([C:10]([OH:12])=[O:11])=[C:8]([CH3:20])[CH:7]=2)[CH2:3][CH2:2]1, predict the reactants needed to synthesize it. The reactants are: [CH:1]1([CH2:4][O:5][C:6]2[CH:18]=[C:17]([CH3:19])[C:9]([C:10]([O:12]CC3CC3)=[O:11])=[C:8]([CH3:20])[CH:7]=2)[CH2:3][CH2:2]1.[OH-].[Na+].[OH-].[Li+].C(OCCO)C.Cl.